From a dataset of Aqueous solubility values for 9,982 compounds from the AqSolDB database. Regression/Classification. Given a drug SMILES string, predict its absorption, distribution, metabolism, or excretion properties. Task type varies by dataset: regression for continuous measurements (e.g., permeability, clearance, half-life) or binary classification for categorical outcomes (e.g., BBB penetration, CYP inhibition). For this dataset (solubility_aqsoldb), we predict Y. (1) The compound is O=P(O)(O)CN(CCCCCCN(CP(=O)(O)O)CP(=O)(O)O)CCCCCCN(CP(=O)(O)O)CP(=O)(O)O. The Y is -0.0878 log mol/L. (2) The drug is CCc1cccc2c(CCO)c[nH]c12. The Y is -1.92 log mol/L. (3) The molecule is Cc1ccnc(NC(=O)c2cnccn2)n1. The Y is -0.731 log mol/L. (4) The drug is Nc1nc(=O)c2[nH]c(=O)cnc2[nH]1. The Y is -3.86 log mol/L. (5) The molecule is CCN(c1c([N+](=O)[O-])cc([N+](=O)[O-])cc1[N+](=O)[O-])[N+](=O)[O-]. The Y is -3.70 log mol/L. (6) The drug is c1cc[n+]2c(c1)-c1cccc[n+]1CC2. The Y is -3.42 log mol/L. (7) The drug is CCOC(=O)NC. The Y is 0.826 log mol/L. (8) The drug is CCCOC=O. The Y is -0.490 log mol/L. (9) The molecule is Cc1ccc(Nc2ccc(Nc3ccc(C)cc3S(=O)(=O)[O-])c3c2C(=O)c2ccccc2C3=O)c(S(=O)(=O)[O-])c1.[Na+].[Na+]. The Y is -1.43 log mol/L.